This data is from M1 muscarinic receptor agonist screen with 61,833 compounds. The task is: Binary Classification. Given a drug SMILES string, predict its activity (active/inactive) in a high-throughput screening assay against a specified biological target. The compound is Clc1c(c2nc(SCC(=O)C3(OC(=O)C4(C3)CC(OC4=O)C)C)n[nH]2)cccc1. The result is 0 (inactive).